Task: Regression. Given two drug SMILES strings and cell line genomic features, predict the synergy score measuring deviation from expected non-interaction effect.. Dataset: NCI-60 drug combinations with 297,098 pairs across 59 cell lines (1) Drug 1: CN(C)N=NC1=C(NC=N1)C(=O)N. Drug 2: CCC1(CC2CC(C3=C(CCN(C2)C1)C4=CC=CC=C4N3)(C5=C(C=C6C(=C5)C78CCN9C7C(C=CC9)(C(C(C8N6C)(C(=O)OC)O)OC(=O)C)CC)OC)C(=O)OC)O.OS(=O)(=O)O. Cell line: ACHN. Synergy scores: CSS=15.1, Synergy_ZIP=-10.5, Synergy_Bliss=-10.5, Synergy_Loewe=-19.1, Synergy_HSA=-9.26. (2) Drug 1: COC1=NC(=NC2=C1N=CN2C3C(C(C(O3)CO)O)O)N. Drug 2: C1CN(CCN1C(=O)CCBr)C(=O)CCBr. Cell line: RXF 393. Synergy scores: CSS=4.80, Synergy_ZIP=-2.16, Synergy_Bliss=0.465, Synergy_Loewe=-0.0920, Synergy_HSA=0.247. (3) Synergy scores: CSS=6.96, Synergy_ZIP=0.469, Synergy_Bliss=-1.83, Synergy_Loewe=-62.9, Synergy_HSA=-3.06. Drug 2: B(C(CC(C)C)NC(=O)C(CC1=CC=CC=C1)NC(=O)C2=NC=CN=C2)(O)O. Cell line: U251. Drug 1: C1=NC2=C(N=C(N=C2N1C3C(C(C(O3)CO)O)O)F)N. (4) Drug 1: CCC1=CC2CC(C3=C(CN(C2)C1)C4=CC=CC=C4N3)(C5=C(C=C6C(=C5)C78CCN9C7C(C=CC9)(C(C(C8N6C)(C(=O)OC)O)OC(=O)C)CC)OC)C(=O)OC.C(C(C(=O)O)O)(C(=O)O)O. Drug 2: C1CN(CCN1C(=O)CCBr)C(=O)CCBr. Cell line: NCI-H226. Synergy scores: CSS=40.3, Synergy_ZIP=-4.04, Synergy_Bliss=-2.18, Synergy_Loewe=-0.471, Synergy_HSA=-0.296. (5) Drug 1: C1=C(C(=O)NC(=O)N1)F. Drug 2: C#CCC(CC1=CN=C2C(=N1)C(=NC(=N2)N)N)C3=CC=C(C=C3)C(=O)NC(CCC(=O)O)C(=O)O. Cell line: A498. Synergy scores: CSS=40.9, Synergy_ZIP=-8.61, Synergy_Bliss=-17.2, Synergy_Loewe=-15.7, Synergy_HSA=-15.7.